From a dataset of Forward reaction prediction with 1.9M reactions from USPTO patents (1976-2016). Predict the product of the given reaction. (1) Given the reactants C1(P(C2C=CC=CC=2)C2C=CC=CC=2)C=CC=CC=1.CCOC(/N=N/C(OCC)=O)=O.[F:32][C:33]([F:42])([F:41])[C:34]1[CH:39]=[CH:38][C:37]([OH:40])=[CH:36][CH:35]=1.O[CH2:44][C@@H:45]([NH:50][C:51]([C:64]1[CH:69]=[CH:68][CH:67]=[CH:66][CH:65]=1)([C:58]1[CH:63]=[CH:62][CH:61]=[CH:60][CH:59]=1)[C:52]1[CH:57]=[CH:56][CH:55]=[CH:54][CH:53]=1)[C:46]([O:48][CH3:49])=[O:47], predict the reaction product. The product is: [F:32][C:33]([F:41])([F:42])[C:34]1[CH:35]=[CH:36][C:37]([O:40][CH2:44][C@@H:45]([NH:50][C:51]([C:64]2[CH:69]=[CH:68][CH:67]=[CH:66][CH:65]=2)([C:58]2[CH:59]=[CH:60][CH:61]=[CH:62][CH:63]=2)[C:52]2[CH:57]=[CH:56][CH:55]=[CH:54][CH:53]=2)[C:46]([O:48][CH3:49])=[O:47])=[CH:38][CH:39]=1. (2) Given the reactants Br[C:2]1[CH:7]=[CH:6][C:5]([CH:8]2[CH2:13][CH2:12][CH2:11][N:10]3[C:14]([C:17]4[CH:22]=[CH:21][C:20]([C:23]5[O:27][C:26]([CH3:28])=[N:25][CH:24]=5)=[C:19]([O:29][CH3:30])[CH:18]=4)=[N:15][N:16]=[C:9]23)=[CH:4][CH:3]=1.[NH:31]1[CH2:36][CH2:35][O:34][CH2:33][CH2:32]1.C1(P(C2CCCCC2)C2C=CC=CC=2C2C=CC=CC=2N(C)C)CCCCC1.CC(C)([O-])C.[Na+], predict the reaction product. The product is: [CH3:30][O:29][C:19]1[CH:18]=[C:17]([C:14]2[N:10]3[CH2:11][CH2:12][CH2:13][CH:8]([C:5]4[CH:4]=[CH:3][C:2]([N:31]5[CH2:36][CH2:35][O:34][CH2:33][CH2:32]5)=[CH:7][CH:6]=4)[C:9]3=[N:16][N:15]=2)[CH:22]=[CH:21][C:20]=1[C:23]1[O:27][C:26]([CH3:28])=[N:25][CH:24]=1. (3) The product is: [Cl:1][C:2]1[N:7]=[C:6]([Cl:8])[C:5]([CH2:9][NH:19][C:16]2[CH:17]=[CH:18][C:13]([O:12][CH3:11])=[CH:14][CH:15]=2)=[CH:4][N:3]=1. Given the reactants [Cl:1][C:2]1[N:7]=[C:6]([Cl:8])[C:5]([CH2:9]I)=[CH:4][N:3]=1.[CH3:11][O:12][C:13]1[CH:18]=[CH:17][C:16]([NH2:19])=[CH:15][CH:14]=1.[OH-].[Na+], predict the reaction product. (4) Given the reactants [C:1]([O:5][C:6]([N:8]1[C:17]2[C:12](=[CH:13][C:14]([OH:18])=[CH:15][CH:16]=2)[CH2:11][CH2:10][CH2:9]1)=[O:7])([CH3:4])([CH3:3])[CH3:2].Br[CH2:20][CH2:21][CH2:22][O:23][CH3:24].C([O-])([O-])=O.[K+].[K+], predict the reaction product. The product is: [C:1]([O:5][C:6]([N:8]1[C:17]2[C:12](=[CH:13][C:14]([O:18][CH2:20][CH2:21][CH2:22][O:23][CH3:24])=[CH:15][CH:16]=2)[CH2:11][CH2:10][CH2:9]1)=[O:7])([CH3:4])([CH3:2])[CH3:3]. (5) Given the reactants [C:1]([N:8]1[CH2:12][C@@H:11]([N:13]([CH:20]2[CH2:25][CH2:24][C:23]([CH3:27])([CH3:26])[CH2:22][CH2:21]2)[C:14](=[O:19])[C:15]([CH3:18])([CH3:17])[CH3:16])[CH2:10][C@H:9]1[CH2:28][NH2:29])([O:3][C:4]([CH3:7])([CH3:6])[CH3:5])=[O:2].[C:30](O)(=[O:32])[CH3:31].CN(C(ON1N=NC2C=CC=CC1=2)=[N+](C)C)C.F[P-](F)(F)(F)(F)F.CCN(C(C)C)C(C)C, predict the reaction product. The product is: [C:1]([N:8]1[CH2:12][C@@H:11]([N:13]([CH:20]2[CH2:25][CH2:24][C:23]([CH3:27])([CH3:26])[CH2:22][CH2:21]2)[C:14](=[O:19])[C:15]([CH3:17])([CH3:18])[CH3:16])[CH2:10][C@H:9]1[CH2:28][NH:29][C:30](=[O:32])[CH3:31])([O:3][C:4]([CH3:5])([CH3:6])[CH3:7])=[O:2].